Task: Predict the reaction yield, written as a fraction of the theoretical maximum amount of product (1.0 means a 100% yield; for example, 0.34 means a 34% yield).. Dataset: Reaction yield outcomes from USPTO patents with 853,638 reactions (1) The catalyst is ClCCl.O.C1C=CC(/C=C/C(/C=C/C2C=CC=CC=2)=O)=CC=1.C1C=CC(/C=C/C(/C=C/C2C=CC=CC=2)=O)=CC=1.C1C=CC(/C=C/C(/C=C/C2C=CC=CC=2)=O)=CC=1.[Pd].[Pd]. The yield is 0.820. The product is [Cl:56][C:54]1[CH:55]=[C:50]([NH:16][C:17]2[CH:18]=[CH:19][N:20]([CH2:73][C@@H:72]3[CH2:77][O:78][C:79]([CH3:70])([CH3:66])[O:101]3)[N:21]=2)[C:51](=[O:58])[N:52]([CH3:57])[N:53]=1. The reactants are C1C2(CN(C(C3C=CC([NH:16][C:17]4C(=O)[N:21](C)[N:20]=[C:19](C5C(CO)=C(N6N=CC7C(=C(F)C=C(C(C)(C)C)C=7)C6=O)C=CC=5)[CH:18]=4)=NC=3)=O)C2)CO1.Br[C:50]1[C:51](=[O:58])[N:52]([CH3:57])[N:53]=[C:54]([Cl:56])[CH:55]=1.C1(P(C2C=CC=CC=2)[C:66]2[C:79]3[O:78][C:77]4[C:72](=[CH:73]C=CC=4P(C4C=CC=CC=4)C4C=CC=CC=4)C(C)(C)[C:70]=3C=CC=2)C=CC=CC=1.[O:101]1CCOCC1. (2) The reactants are [CH3:1][C:2]1[N:3]([S:13]([C:16]2[CH:21]=[CH:20][CH:19]=[CH:18][CH:17]=2)(=[O:15])=[O:14])[C:4]2[CH:5]=[CH:6][CH:7]=[C:8]([CH:11]=[O:12])[C:9]=2[CH:10]=1.[BH4-].[Na+]. The catalyst is C1COCC1.[OH-].[Na+]. The product is [CH3:1][C:2]1[N:3]([S:13]([C:16]2[CH:21]=[CH:20][CH:19]=[CH:18][CH:17]=2)(=[O:15])=[O:14])[C:4]2[C:9]([CH:10]=1)=[C:8]([CH2:11][OH:12])[CH:7]=[CH:6][CH:5]=2. The yield is 0.930. (3) The reactants are [O:1]=[C:2]1[CH2:7][CH2:6][N:5]([C:8]([O:10][C:11]([CH3:14])([CH3:13])[CH3:12])=[O:9])[CH2:4][CH2:3]1.[BH4-].[Na+]. The catalyst is CO. The product is [OH:1][CH:2]1[CH2:3][CH2:4][N:5]([C:8]([O:10][C:11]([CH3:14])([CH3:13])[CH3:12])=[O:9])[CH2:6][CH2:7]1. The yield is 0.970. (4) The catalyst is O1CCCC1.O.C(OC(=O)C)C. The product is [F:1][C:2]1[CH:8]=[CH:7][C:5]([NH:6][C:17](=[O:20])[CH:18]=[CH2:19])=[CH:4][C:3]=1[N+:9]([O-:11])=[O:10]. The yield is 0.740. The reactants are [F:1][C:2]1[CH:8]=[CH:7][C:5]([NH2:6])=[CH:4][C:3]=1[N+:9]([O-:11])=[O:10].C(=O)(O)[O-].[Na+].[C:17](Cl)(=[O:20])[CH:18]=[CH2:19].